From a dataset of Full USPTO retrosynthesis dataset with 1.9M reactions from patents (1976-2016). Predict the reactants needed to synthesize the given product. (1) The reactants are: C([O:5][C:6]([C:8]1[C:17]2[C:12](=[C:13]([CH3:18])[CH:14]=[CH:15][CH:16]=2)[CH:11]=[CH:10][CH:9]=1)=[O:7])(C)(C)C.C(O)(C(F)(F)F)=O. Given the product [CH3:18][C:13]1[CH:14]=[CH:15][CH:16]=[C:17]2[C:12]=1[CH:11]=[CH:10][CH:9]=[C:8]2[C:6]([OH:7])=[O:5], predict the reactants needed to synthesize it. (2) Given the product [Cl:1][C:2]1[N:7]=[CH:6][C:5]([CH2:8][N:9]2[C:10]3=[C:15]([N+:16]([O-:18])=[O:17])[CH:22]4[O:24][CH:19]([N:11]3[CH2:12][CH2:13][CH2:14]2)[CH2:20][CH2:21]4)=[CH:4][CH:3]=1, predict the reactants needed to synthesize it. The reactants are: [Cl:1][C:2]1[N:7]=[CH:6][C:5]([CH2:8][N:9]2[CH2:14][CH2:13][CH2:12][NH:11]/[C:10]/2=[CH:15]\[N+:16]([O-:18])=[O:17])=[CH:4][CH:3]=1.[CH:19](=[O:24])[CH2:20][CH2:21][CH:22]=O. (3) Given the product [CH3:44][N:15]([C@@H:16]([C:28](=[O:43])[N:29]([CH3:30])[C@@H:31]([C:39](=[O:42])[NH:40][CH3:41])[CH2:32][C:33]1[CH:38]=[CH:37][CH:36]=[CH:35][CH:34]=1)[CH2:17][C:18]1[CH:27]=[CH:26][C:25]2[C:20](=[CH:21][CH:22]=[CH:23][CH:24]=2)[CH:19]=1)[C:14]([CH:11]1[CH2:12][CH2:13][CH:8]([NH2:7])[CH2:9][CH2:10]1)=[O:45], predict the reactants needed to synthesize it. The reactants are: C(OC(=O)[NH:7][CH:8]1[CH2:13][CH2:12][CH:11]([C:14](=[O:45])[N:15]([CH3:44])[C@@H:16]([C:28](=[O:43])[N:29]([C@@H:31]([C:39](=[O:42])[NH:40][CH3:41])[CH2:32][C:33]2[CH:38]=[CH:37][CH:36]=[CH:35][CH:34]=2)[CH3:30])[CH2:17][C:18]2[CH:27]=[CH:26][C:25]3[C:20](=[CH:21][CH:22]=[CH:23][CH:24]=3)[CH:19]=2)[CH2:10][CH2:9]1)(C)(C)C.FC(F)(F)C(O)=O.C(=O)(O)[O-].[Na+]. (4) Given the product [Cl:29][C:30]1[CH:31]=[C:32]([CH:35]=[CH:36][CH:37]=1)[CH2:33][NH:34][C:5]1[N:10]=[C:9]([C:11]2[N:15]3[CH:16]=[CH:17][N:18]=[C:19]([NH:20][CH2:21][CH2:22][N:23]4[CH2:28][CH2:27][O:26][CH2:25][CH2:24]4)[C:14]3=[N:13][CH:12]=2)[CH:8]=[CH:7][N:6]=1, predict the reactants needed to synthesize it. The reactants are: CS([C:5]1[N:10]=[C:9]([C:11]2[N:15]3[CH:16]=[CH:17][N:18]=[C:19]([NH:20][CH2:21][CH2:22][N:23]4[CH2:28][CH2:27][O:26][CH2:25][CH2:24]4)[C:14]3=[N:13][CH:12]=2)[CH:8]=[CH:7][N:6]=1)(=O)=O.[Cl:29][C:30]1[CH:31]=[C:32]([CH:35]=[CH:36][CH:37]=1)[CH2:33][NH2:34].